From a dataset of Reaction yield outcomes from USPTO patents with 853,638 reactions. Predict the reaction yield, written as a fraction of the theoretical maximum amount of product (1.0 means a 100% yield; for example, 0.34 means a 34% yield). (1) The reactants are Cl[C:2]1[CH:7]=CC=C(F)[C:3]=1[C:9]1[C:13](C#N)=[C:12](/C(/C(=O)C(F)(F)F)=C/N(C)C)[O:11][N:10]=1.ClC1C=C([NH:34][NH2:35])C=CC=1.CCN(C(C)C)C(C)C. The catalyst is C(O)C. The product is [NH:34]1[CH:7]=[CH:2][C:3]([C:9]2[CH:13]=[CH:12][O:11][N:10]=2)=[N:35]1. The yield is 0.0300. (2) The catalyst is O1CCCC1. The product is [CH3:17][C:18]1[S:19][C:20]2[C:26](/[CH:27]=[CH:11]/[C:12]([O:14][CH2:15][CH3:16])=[O:13])=[CH:25][CH:24]=[CH:23][C:21]=2[N:22]=1. The yield is 0.980. The reactants are [H-].[Na+].C(OP([CH2:11][C:12]([O:14][CH2:15][CH3:16])=[O:13])(OCC)=O)C.[CH3:17][C:18]1[S:19][C:20]2[C:26]([CH:27]=O)=[CH:25][CH:24]=[CH:23][C:21]=2[N:22]=1.O. (3) The product is [OH:1][C:2]1[CH:10]=[CH:9][C:8]([S:11]([CH3:14])(=[O:13])=[O:12])=[CH:7][C:3]=1[C:4]([O:6][CH3:16])=[O:5]. The reactants are [OH:1][C:2]1[CH:10]=[CH:9][C:8]([S:11]([CH3:14])(=[O:13])=[O:12])=[CH:7][C:3]=1[C:4]([OH:6])=[O:5].Cl.[CH3:16]O. No catalyst specified. The yield is 0.710. (4) The reactants are [Si]([O:8][CH2:9][C@H:10]1[CH2:14][CH2:13][C@H:12]([O:15][C:16]2[N:24]=[CH:23][N:22]=[C:21]3[C:17]=2[N:18]=[C:19]([C:31]2[C:40]4[C:35](=[CH:36][CH:37]=[CH:38][CH:39]=4)[CH:34]=[CH:33][CH:32]=2)[N:20]3C2CCCCO2)[CH2:11]1)(C(C)(C)C)(C)C.O.CC(O)=O. The catalyst is C1COCC1. The product is [C:31]1([C:19]2[NH:20][C:21]3[C:17]([N:18]=2)=[C:16]([O:15][C@H:12]2[CH2:13][CH2:14][C@H:10]([CH2:9][OH:8])[CH2:11]2)[N:24]=[CH:23][N:22]=3)[C:40]2[C:35](=[CH:36][CH:37]=[CH:38][CH:39]=2)[CH:34]=[CH:33][CH:32]=1. The yield is 0.850. (5) The reactants are C(O[C:5](=[O:7])[CH3:6])(=O)C.[CH3:8][C:9]1[N:14]=[C:13]([C:15]2[N:16]=[C:17]3[NH:21][CH:20]([CH2:22][NH2:23])[CH2:19][N:18]3[C:24]=2[C:25]2[S:33][C:32]3[CH:31]=[CH:30][N:29]=[CH:28][C:27]=3[CH:26]=2)[CH:12]=[CH:11][CH:10]=1.C(N(CC)C(C)C)(C)C. The product is [CH3:8][C:9]1[N:14]=[C:13]([C:15]2[N:16]=[C:17]3[NH:21][CH:20]([CH2:22][NH:23][C:5](=[O:7])[CH3:6])[CH2:19][N:18]3[C:24]=2[C:25]2[S:33][C:32]3[CH:31]=[CH:30][N:29]=[CH:28][C:27]=3[CH:26]=2)[CH:12]=[CH:11][CH:10]=1. The yield is 0.300. The catalyst is C(Cl)Cl.O. (6) The reactants are [CH3:1][C:2]1[CH:11]=[CH:10][C:9]2[C:4](=[CH:5][CH:6]=[CH:7][C:8]=2[N:12]2[CH2:17][CH2:16][N:15]([CH2:18][CH2:19][C:20]3[CH:21]=[C:22]([CH:24]=[CH:25][CH:26]=3)[NH2:23])[CH2:14][CH2:13]2)[N:3]=1.[C:27]1([O:33][CH2:34][C:35](Cl)=[O:36])[CH:32]=[CH:31][CH:30]=[CH:29][CH:28]=1. No catalyst specified. The product is [CH3:1][C:2]1[CH:11]=[CH:10][C:9]2[C:4](=[CH:5][CH:6]=[CH:7][C:8]=2[N:12]2[CH2:13][CH2:14][N:15]([CH2:18][CH2:19][C:20]3[CH:21]=[C:22]([NH:23][C:35](=[O:36])[CH2:34][O:33][C:27]4[CH:32]=[CH:31][CH:30]=[CH:29][CH:28]=4)[CH:24]=[CH:25][CH:26]=3)[CH2:16][CH2:17]2)[N:3]=1. The yield is 0.410. (7) The yield is 0.900. The catalyst is CO.O1CCCC1.O. The reactants are C[O:2][C:3]([C:5]1[C:6]2[CH2:7][C:8]([CH3:29])([CH3:28])[CH:9]([C:16]3[CH:21]=[CH:20][CH:19]=[C:18]([N:22]4[CH2:27][CH2:26][O:25][CH2:24][CH2:23]4)[CH:17]=3)[NH:10][C:11]=2[C:12]([F:15])=[CH:13][CH:14]=1)=[O:4].[OH-].[Na+].Cl. The product is [F:15][C:12]1[C:11]2[NH:10][CH:9]([C:16]3[CH:21]=[CH:20][CH:19]=[C:18]([N:22]4[CH2:23][CH2:24][O:25][CH2:26][CH2:27]4)[CH:17]=3)[C:8]([CH3:29])([CH3:28])[CH2:7][C:6]=2[C:5]([C:3]([OH:4])=[O:2])=[CH:14][CH:13]=1. (8) The reactants are [C:1]([O:5][C:6]([N:8]1[CH2:11][C:10]([C@H:13]([C:15]2[CH:16]=[C:17]3[C:26](=[CH:27][C:28]=2Br)[O:25][CH2:24][C:23]2[N:18]3[C@H:19]([CH3:31])[C:20](=[O:30])[NH:21][N:22]=2)[CH3:14])([CH3:12])[CH2:9]1)=[O:7])([CH3:4])([CH3:3])[CH3:2].[F:32][C:33]1[CH:38]=[CH:37][CH:36]=[CH:35][C:34]=1B(O)O.C(=O)([O-])[O-].[Na+].[Na+]. The product is [C:1]([O:5][C:6]([N:8]1[CH2:11][C:10]([C@@H:13]([C:15]2[CH:16]=[C:17]3[C:26](=[CH:27][C:28]=2[C:34]2[CH:35]=[CH:36][CH:37]=[CH:38][C:33]=2[F:32])[O:25][CH2:24][C:23]2[N:18]3[C@H:19]([CH3:31])[C:20](=[O:30])[NH:21][N:22]=2)[CH3:14])([CH3:12])[CH2:9]1)=[O:7])([CH3:4])([CH3:3])[CH3:2]. The yield is 1.00. The catalyst is O1CCOCC1.O.C1C=CC(P(C2C=CC=CC=2)[C-]2C=CC=C2)=CC=1.C1C=CC(P(C2C=CC=CC=2)[C-]2C=CC=C2)=CC=1.Cl[Pd]Cl.[Fe+2].C(Cl)Cl.